This data is from Forward reaction prediction with 1.9M reactions from USPTO patents (1976-2016). The task is: Predict the product of the given reaction. (1) The product is: [OH:8][C:9]1[CH:10]=[CH:11][C:12]([O:13][C:14]2[CH:15]=[CH:16][C:17]([CH2:20][C:21]([NH:23][C:24]3[CH:33]=[CH:32][CH:31]=[CH:30][C:25]=3[C:26]([O:28][CH3:29])=[O:27])=[O:22])=[CH:18][CH:19]=2)=[CH:34][CH:35]=1. Given the reactants C([O:8][C:9]1[CH:35]=[CH:34][C:12]([O:13][C:14]2[CH:19]=[CH:18][C:17]([CH2:20][C:21]([NH:23][C:24]3[CH:33]=[CH:32][CH:31]=[CH:30][C:25]=3[C:26]([O:28][CH3:29])=[O:27])=[O:22])=[CH:16][CH:15]=2)=[CH:11][CH:10]=1)C1C=CC=CC=1.[H][H], predict the reaction product. (2) Given the reactants [CH3:1][C:2]1[N:7]=[CH:6][C:5]([N:8]2[CH2:13][CH2:12][CH:11]([N:14]3[CH:23]=[C:22]4[C:16]([CH2:17][CH2:18][N:19]([C:24](OC(C)(C)C)=O)[CH2:20][CH2:21]4)=[N:15]3)[CH2:10][CH2:9]2)=[CH:4][CH:3]=1.[C:31]1(=O)[CH2:34]C[CH2:32]1.C(O[BH-](OC(=O)C)OC(=O)C)(=O)C.[Na+], predict the reaction product. The product is: [CH:24]1([N:19]2[CH2:20][CH2:21][C:22]3=[CH:23][N:14]([CH:11]4[CH2:10][CH2:9][N:8]([C:5]5[CH:6]=[N:7][C:2]([CH3:1])=[CH:3][CH:4]=5)[CH2:13][CH2:12]4)[N:15]=[C:16]3[CH2:17][CH2:18]2)[CH2:34][CH2:31][CH2:32]1. (3) The product is: [CH3:34][N:31]1[C:32](=[O:33])[C:27]2[CH:26]=[C:25]([C:17]3[CH:16]=[C:15]([S:12]([N:9]4[CH2:10][CH2:11][NH:6][CH2:7][CH2:8]4)(=[O:14])=[O:13])[CH:20]=[CH:19][C:18]=3[O:21][CH2:22][CH2:23][CH3:24])[NH:39][C:28]=2[N:29]([CH2:36][CH2:37][CH3:38])[C:30]1=[O:35]. Given the reactants C(OC([N:6]1[CH2:11][CH2:10][N:9]([S:12]([C:15]2[CH:20]=[CH:19][C:18]([O:21][CH2:22][CH2:23][CH3:24])=[C:17]([C:25]3[NH:39][C:28]4[N:29]([CH2:36][CH2:37][CH3:38])[C:30](=[O:35])[N:31]([CH3:34])[C:32](=[O:33])[C:27]=4[CH:26]=3)[CH:16]=2)(=[O:14])=[O:13])[CH2:8][CH2:7]1)=O)C.[OH-].[K+], predict the reaction product. (4) Given the reactants Cl[C:2]1[CH:7]=[CH:6][C:5]([C:8]2[N:12]([C:13]3[CH:18]=[CH:17][CH:16]=[CH:15][C:14]=3[CH2:19][CH3:20])[N:11]=[C:10]([O:21][CH:22]3[CH2:27][CH2:26][N:25](C(OC(C)(C)C)=O)[CH2:24][CH2:23]3)[CH:9]=2)=[CH:4][CH:3]=1.[C:35]([OH:41])([C:37]([F:40])([F:39])[F:38])=[O:36], predict the reaction product. The product is: [F:38][C:37]([F:40])([F:39])[C:35]([OH:41])=[O:36].[CH2:19]([C:14]1[CH:15]=[CH:16][CH:17]=[CH:18][C:13]=1[N:12]1[C:8]([C:5]2[CH:4]=[CH:3][C:2]([O:36][CH3:35])=[CH:7][CH:6]=2)=[CH:9][C:10]([O:21][CH:22]2[CH2:27][CH2:26][NH:25][CH2:24][CH2:23]2)=[N:11]1)[CH3:20]. (5) Given the reactants [F:1][C:2]1[CH:7]=[C:6]([I:8])[CH:5]=[CH:4][C:3]=1[NH:9][N:10]=[C:11]([C:16](=[O:20])[CH2:17][O:18][CH3:19])[C:12]([O:14][CH3:15])=[O:13].O.[CH3:22]OC(OC)N(C)C, predict the reaction product. The product is: [F:1][C:2]1[CH:7]=[C:6]([I:8])[CH:5]=[CH:4][C:3]=1[N:9]1[CH:22]=[C:17]([O:18][CH3:19])[C:16](=[O:20])[C:11]([C:12]([O:14][CH3:15])=[O:13])=[N:10]1. (6) Given the reactants [CH2:1]([O:5][C:6]1[CH:11]=[CH:10][C:9]([S:12]([NH:15][C:16]2[CH:21]=[CH:20][C:19]([O:22][C:23]3[CH:28]=[CH:27][C:26]([NH:29][C:30]4[CH:35]=[CH:34][C:33]([F:36])=[C:32]([F:37])[CH:31]=4)=[CH:25][CH:24]=3)=[CH:18][C:17]=2[C:38]#[N:39])(=[O:14])=[O:13])=[CH:8][CH:7]=1)[CH2:2][CH2:3][CH3:4].[N-:40]=[N+:41]=[N-:42].[Na+].Cl.C([NH+](CC)CC)C.Cl, predict the reaction product. The product is: [CH2:1]([O:5][C:6]1[CH:11]=[CH:10][C:9]([S:12]([NH:15][C:16]2[CH:21]=[CH:20][C:19]([O:22][C:23]3[CH:28]=[CH:27][C:26]([NH:29][C:30]4[CH:35]=[CH:34][C:33]([F:36])=[C:32]([F:37])[CH:31]=4)=[CH:25][CH:24]=3)=[CH:18][C:17]=2[C:38]2[NH:42][N:41]=[N:40][N:39]=2)(=[O:13])=[O:14])=[CH:8][CH:7]=1)[CH2:2][CH2:3][CH3:4]. (7) Given the reactants [I:1][C:2]1[CH:3]=[C:4]2[C:8](=[CH:9][CH:10]=1)[NH:7][N:6]=[CH:5]2.[CH:11](Br)([CH3:13])[CH3:12].[CH3:15][C:16]([O-])(C)[CH3:17].[K+].C(OCC)(=O)C, predict the reaction product. The product is: [I:1][C:2]1[CH:3]=[C:4]2[C:8](=[CH:9][CH:10]=1)[N:7]([CH:11]([CH3:13])[CH3:12])[N:6]=[CH:5]2.[I:1][C:2]1[CH:10]=[CH:9][C:8]2[C:4](=[CH:5][N:6]([CH:16]([CH3:17])[CH3:15])[N:7]=2)[CH:3]=1. (8) Given the reactants [NH2:1][CH:2]1[CH2:7][N:6]2[N:8]=[C:9]([C:13]3[CH:18]=[CH:17][C:16]([O:19][C:20]4[CH:25]=[CH:24][CH:23]=[CH:22][CH:21]=4)=[CH:15][CH:14]=3)[C:10]([C:11]#[N:12])=[C:5]2[NH:4][CH2:3]1.ClCCC(NC1C=C(C2N3N=C(C4C=CC(OC5C=CC=CC=5)=CC=4)C(C(N)=O)=C3NCC2)C=CC=1)=[O:30], predict the reaction product. The product is: [NH2:1][CH:2]1[CH2:7][N:6]2[N:8]=[C:9]([C:13]3[CH:14]=[CH:15][C:16]([O:19][C:20]4[CH:21]=[CH:22][CH:23]=[CH:24][CH:25]=4)=[CH:17][CH:18]=3)[C:10]([C:11]([NH2:12])=[O:30])=[C:5]2[NH:4][CH2:3]1. (9) Given the reactants Cl.[Br:2][C:3]1[CH:10]=[CH:9][C:6]([CH2:7][NH2:8])=[CH:5][CH:4]=1.Br[CH2:12][C:13]1[CH:18]=[CH:17][C:16]([CH2:19][C:20]([OH:22])=O)=[CH:15][CH:14]=1.ON1C2C=[CH:30][CH:31]=[CH:32][C:27]=2[N:26]=N1.C(N(CC)CC)C.Cl.C(N=C=NCCCN(C)C)C.N1CCCC1.C(=O)([O-])[O-].[K+].[K+], predict the reaction product. The product is: [Br:2][C:3]1[CH:10]=[CH:9][C:6]([CH2:7][NH:8][C:20](=[O:22])[CH2:19][C:16]2[CH:15]=[CH:14][C:13]([CH2:12][N:26]3[CH2:27][CH2:32][CH2:31][CH2:30]3)=[CH:18][CH:17]=2)=[CH:5][CH:4]=1. (10) The product is: [ClH:1].[OH:12][CH2:13][C:14]([NH:17][C:18]1[S:19][CH:2]=[C:3]([C:5]2[CH:6]=[C:7]([C:10]#[N:11])[S:8][CH:9]=2)[N:20]=1)([CH3:16])[CH3:15]. Given the reactants [Cl:1][CH2:2][C:3]([C:5]1[CH:6]=[C:7]([C:10]#[N:11])[S:8][CH:9]=1)=O.[OH:12][CH2:13][C:14]([NH:17][C:18]([NH2:20])=[S:19])([CH3:16])[CH3:15], predict the reaction product.